This data is from HIV replication inhibition screening data with 41,000+ compounds from the AIDS Antiviral Screen. The task is: Binary Classification. Given a drug SMILES string, predict its activity (active/inactive) in a high-throughput screening assay against a specified biological target. The compound is O=C1C(c2cnc3ccccc3n2)=C(O)c2ccccc21. The result is 0 (inactive).